This data is from Reaction yield outcomes from USPTO patents with 853,638 reactions. The task is: Predict the reaction yield, written as a fraction of the theoretical maximum amount of product (1.0 means a 100% yield; for example, 0.34 means a 34% yield). (1) The reactants are [Li+].CC([N-]C(C)C)C.C(NC(C)C)(C)C.[Li]CCCC.[CH3:21][N:22]1[CH:26]=[CH:25][C:24]([CH3:27])=[N:23]1.CN1C(C)=CC=N1.[CH2:35]([Sn:39](Cl)([CH2:44][CH2:45][CH2:46][CH3:47])[CH2:40][CH2:41][CH2:42][CH3:43])[CH2:36][CH2:37][CH3:38]. The catalyst is C1COCC1.O. The product is [CH3:21][N:22]1[C:26]([Sn:39]([CH2:40][CH2:41][CH2:42][CH3:43])([CH2:44][CH2:45][CH2:46][CH3:47])[CH2:35][CH2:36][CH2:37][CH3:38])=[CH:25][C:24]([CH3:27])=[N:23]1. The yield is 0.360. (2) The reactants are [CH3:1][N:2]1[C:7]([CH3:8])=[CH:6][C:5](=[O:9])[NH:4][C:3]1=[O:10].[C:11]([O:15][C:16]([NH:18][C@H:19]([C:30]([O:32][CH3:33])=[O:31])[CH2:20][C:21]1[CH:26]=[CH:25][C:24](B(O)O)=[CH:23][CH:22]=1)=[O:17])([CH3:14])([CH3:13])[CH3:12].C(N(CC)CC)C. The catalyst is C(Cl)Cl.C([O-])(=O)C.[Cu+2].C([O-])(=O)C. The product is [C:11]([O:15][C:16]([NH:18][C@H:19]([C:30]([O:32][CH3:33])=[O:31])[CH2:20][C:21]1[CH:22]=[CH:23][C:24]([N:4]2[C:5](=[O:9])[CH:6]=[C:7]([CH3:8])[N:2]([CH3:1])[C:3]2=[O:10])=[CH:25][CH:26]=1)=[O:17])([CH3:13])([CH3:14])[CH3:12]. The yield is 0.0970. (3) The reactants are ClC(Cl)(O[C:5](=[O:11])OC(Cl)(Cl)Cl)Cl.Cl.Cl.C(OC([N:20]1[C:24]([NH:25][C:26](=[O:40])[C:27]2[CH:32]=[CH:31][C:30]([N:33]3[CH2:38][CH2:37][N:36]([CH3:39])[CH2:35][CH2:34]3)=[CH:29][CH:28]=2)=[C:23]2[CH2:41][NH:42][C:43]([CH3:45])([CH3:44])[C:22]2=[N:21]1)=O)C.C(N(CC)C(C)C)(C)C.[F:55][C:56]1[CH:61]=[CH:60][CH:59]=[C:58]([F:62])[C:57]=1[NH2:63]. The catalyst is C(Cl)Cl. The product is [F:55][C:56]1[CH:61]=[CH:60][CH:59]=[C:58]([F:62])[C:57]=1[NH:63][C:5]([N:42]1[CH2:41][C:23]2[C:22](=[N:21][NH:20][C:24]=2[NH:25][C:26](=[O:40])[C:27]2[CH:28]=[CH:29][C:30]([N:33]3[CH2:38][CH2:37][N:36]([CH3:39])[CH2:35][CH2:34]3)=[CH:31][CH:32]=2)[C:43]1([CH3:44])[CH3:45])=[O:11]. The yield is 0.640.